Dataset: Forward reaction prediction with 1.9M reactions from USPTO patents (1976-2016). Task: Predict the product of the given reaction. (1) Given the reactants C[O:2][C:3](=O)[CH2:4][C:5](=[O:10])[CH2:6][CH2:7][CH2:8][CH3:9].[CH3:12][NH2:13], predict the reaction product. The product is: [CH3:12][NH:13][C:3](=[O:2])[CH2:4][C:5](=[O:10])[CH2:6][CH2:7][CH2:8][CH3:9]. (2) Given the reactants Cl[C:2]1[N:7]=[C:6]2[CH2:8][CH2:9][CH2:10][C:5]2=[C:4]([C:11]2[CH:12]=[CH:13][C:14]([C:17]#[N:18])=[N:15][CH:16]=2)[CH:3]=1.[F:19][C:20]1[C:21]([CH2:27][OH:28])=[N:22][CH:23]=[C:24]([F:26])[CH:25]=1.C(Cl)(Cl)Cl.C(=O)([O-])[O-].[Cs+].[Cs+], predict the reaction product. The product is: [F:19][C:20]1[C:21]([CH2:27][O:28][C:2]2[N:7]=[C:6]3[CH2:8][CH2:9][CH2:10][C:5]3=[C:4]([C:11]3[CH:12]=[CH:13][C:14]([C:17]#[N:18])=[N:15][CH:16]=3)[CH:3]=2)=[N:22][CH:23]=[C:24]([F:26])[CH:25]=1. (3) Given the reactants [CH:1]([O:4][C:5]1[CH:13]=[CH:12][C:11]([S:14]([CH3:17])(=[O:16])=[O:15])=[CH:10][C:6]=1[C:7]([OH:9])=O)([CH3:3])[CH3:2].Cl.[C:19]1([S:25]([C:28]2[S:32][C:31]([N:33]3[CH2:38][CH2:37][NH:36][CH2:35][CH2:34]3)=[N:30][CH:29]=2)(=[O:27])=[O:26])[CH:24]=[CH:23][CH:22]=[CH:21][CH:20]=1, predict the reaction product. The product is: [C:19]1([S:25]([C:28]2[S:32][C:31]([N:33]3[CH2:38][CH2:37][N:36]([C:7]([C:6]4[CH:10]=[C:11]([S:14]([CH3:17])(=[O:16])=[O:15])[CH:12]=[CH:13][C:5]=4[O:4][CH:1]([CH3:2])[CH3:3])=[O:9])[CH2:35][CH2:34]3)=[N:30][CH:29]=2)(=[O:27])=[O:26])[CH:24]=[CH:23][CH:22]=[CH:21][CH:20]=1. (4) Given the reactants [CH2:1]([O:8][C:9]1[CH:14]=[CH:13][CH:12]=[C:11]([O:15][CH3:16])[C:10]=1[CH2:17][C:18]#N)[C:2]1[CH:7]=[CH:6][CH:5]=[CH:4][CH:3]=1.[OH-:20].[Na+].Cl.[CH2:23]([OH:25])C, predict the reaction product. The product is: [CH2:1]([O:8][C:9]1[CH:14]=[CH:13][CH:12]=[C:11]([O:15][CH3:16])[C:10]=1[CH2:17][C:18]([O:25][CH3:23])=[O:20])[C:2]1[CH:7]=[CH:6][CH:5]=[CH:4][CH:3]=1.